Dataset: Forward reaction prediction with 1.9M reactions from USPTO patents (1976-2016). Task: Predict the product of the given reaction. (1) Given the reactants [Cl:1][C:2]1[CH:7]=[CH:6][C:5]([C:8]([C:15]2[CH:20]=[CH:19][C:18]([I:21])=[CH:17][CH:16]=2)([OH:14])[CH2:9][NH:10][CH2:11][CH2:12]O)=[CH:4][CH:3]=1.OS(O)(=O)=O, predict the reaction product. The product is: [Cl:1][C:2]1[CH:7]=[CH:6][C:5]([C:8]2([C:15]3[CH:20]=[CH:19][C:18]([I:21])=[CH:17][CH:16]=3)[O:14][CH2:12][CH2:11][NH:10][CH2:9]2)=[CH:4][CH:3]=1. (2) Given the reactants [Cl:1][C:2]1[CH:7]=[CH:6][CH:5]=[CH:4][C:3]=1[SH:8].ClC1C=CC=CC=1C=O.F[C:19]1[CH:24]=[CH:23][C:22]([C:25](=[O:27])[CH3:26])=[CH:21][C:20]=1[Cl:28], predict the reaction product. The product is: [Cl:28][C:20]1[CH:21]=[C:22]([C:25](=[O:27])[CH3:26])[CH:23]=[CH:24][C:19]=1[S:8][C:3]1[CH:4]=[CH:5][CH:6]=[CH:7][C:2]=1[Cl:1]. (3) Given the reactants CC(C)=[O:3].OS(O)(=O)=O.O=[Cr](=O)=O.Cl.O.[CH2:16]([C:23]1([CH2:27][OH:28])[CH2:26][O:25][CH2:24]1)[C:17]1[CH:22]=[CH:21][CH:20]=[CH:19][CH:18]=1, predict the reaction product. The product is: [CH2:16]([C:23]1([C:27]([OH:3])=[O:28])[CH2:24][O:25][CH2:26]1)[C:17]1[CH:22]=[CH:21][CH:20]=[CH:19][CH:18]=1.